From a dataset of Reaction yield outcomes from USPTO patents with 853,638 reactions. Predict the reaction yield, written as a fraction of the theoretical maximum amount of product (1.0 means a 100% yield; for example, 0.34 means a 34% yield). (1) The reactants are C(=O)([O-])[O-].[Cs+].[Cs+].C1COCC1.CN(C=O)C.[NH2:17][C:18]1[C:19]([F:25])=[C:20]([OH:24])[CH:21]=[CH:22][CH:23]=1.Cl[C:27]1[C:36]2[C:31](=[CH:32][C:33]([O:39][CH3:40])=[C:34]([O:37][CH3:38])[CH:35]=2)[N:30]=[CH:29][N:28]=1. The yield is 0.420. The product is [CH3:38][O:37][C:34]1[CH:35]=[C:36]2[C:31](=[CH:32][C:33]=1[O:39][CH3:40])[N:30]=[CH:29][N:28]=[C:27]2[O:24][C:20]1[C:19]([F:25])=[C:18]([CH:23]=[CH:22][CH:21]=1)[NH2:17]. The catalyst is ClCCl. (2) The reactants are [OH:1][C:2]1[C:7](=[O:8])[CH:6]=[CH:5][N:4]([CH3:9])[CH:3]=1.C([O-])([O-])=O.[K+].[K+].C[O:17][CH:18](O)[C:19]([F:22])([F:21])[F:20]. No catalyst specified. The product is [OH:1][C:2]1[C:7](=[O:8])[CH:6]=[CH:5][N:4]([CH3:9])[C:3]=1[CH:18]([OH:17])[C:19]([F:22])([F:21])[F:20]. The yield is 0.170. (3) The reactants are [CH3:1][O:2][C:3]1[CH:8]=[CH:7][C:6](B(O)O)=[CH:5][CH:4]=1.C([O-])([O-])=O.[Na+].[Na+].I[C:19]1[CH:20]=[C:21]([CH3:28])[C:22]2[O:26][CH:25]=[CH:24][C:23]=2[CH:27]=1.COCCOC. The catalyst is C1C=CC([P]([Pd]([P](C2C=CC=CC=2)(C2C=CC=CC=2)C2C=CC=CC=2)([P](C2C=CC=CC=2)(C2C=CC=CC=2)C2C=CC=CC=2)[P](C2C=CC=CC=2)(C2C=CC=CC=2)C2C=CC=CC=2)(C2C=CC=CC=2)C2C=CC=CC=2)=CC=1.CCOCC.O. The product is [CH3:1][O:2][C:3]1[CH:8]=[CH:7][C:6]([C:19]2[CH:20]=[C:21]([CH3:28])[C:22]3[O:26][CH:25]=[CH:24][C:23]=3[CH:27]=2)=[CH:5][CH:4]=1. The yield is 0.990.